Dataset: Reaction yield outcomes from USPTO patents with 853,638 reactions. Task: Predict the reaction yield, written as a fraction of the theoretical maximum amount of product (1.0 means a 100% yield; for example, 0.34 means a 34% yield). (1) The reactants are [F:1][C:2]1[CH:7]=[CH:6][C:5]([C:8]2[C:12]([C:13](O)=[O:14])=[C:11]([C:16]([F:19])([F:18])[F:17])[O:10][N:9]=2)=[CH:4][CH:3]=1.C1(C2C(C(O)=O)=C(C(F)(F)F)ON=2)C=CC=CC=1. No catalyst specified. The product is [F:1][C:2]1[CH:7]=[CH:6][C:5]([C:8]2[C:12]([CH2:13][OH:14])=[C:11]([C:16]([F:18])([F:17])[F:19])[O:10][N:9]=2)=[CH:4][CH:3]=1. The yield is 0.560. (2) The reactants are [CH3:1][N:2]1[CH2:7][CH2:6][N:5]([CH2:8][C:9]2[CH:10]=[C:11]([CH:13]=[CH:14][CH:15]=2)[NH2:12])[CH2:4][CH2:3]1.[Cl:16][C:17]1[CH:25]=[CH:24][C:23]([NH:26][C:27]([C:29]2[CH:34]=[CH:33][N:32]=[C:31]([N:35]3[CH2:40][CH2:39][O:38][CH2:37][CH2:36]3)[CH:30]=2)=[O:28])=[CH:22][C:18]=1[C:19](O)=[O:20]. No catalyst specified. The product is [CH3:1][N:2]1[CH2:7][CH2:6][N:5]([CH2:8][C:9]2[CH:10]=[C:11]([NH:12][C:19](=[O:20])[C:18]3[CH:22]=[C:23]([NH:26][C:27]([C:29]4[CH:34]=[CH:33][N:32]=[C:31]([N:35]5[CH2:36][CH2:37][O:38][CH2:39][CH2:40]5)[CH:30]=4)=[O:28])[CH:24]=[CH:25][C:17]=3[Cl:16])[CH:13]=[CH:14][CH:15]=2)[CH2:4][CH2:3]1. The yield is 0.320. (3) The reactants are [OH:1][C:2]1[CH:3]=[C:4]([CH3:8])[CH:5]=[CH:6][CH:7]=1.[F:9][C:10]([F:14])([F:13])[CH2:11]I.C(=O)([O-])[O-].[K+].[K+]. The catalyst is CN(C)C=O.O. The product is [F:9][C:10]([F:14])([F:13])[CH2:11][O:1][C:2]1[CH:3]=[C:4]([CH3:8])[CH:5]=[CH:6][CH:7]=1. The yield is 0.860. (4) The reactants are [NH2:1][C:2]1[CH:7]=[CH:6][C:5]([C:8]2([C:11]([O:13][CH3:14])=[O:12])[CH2:10][CH2:9]2)=[CH:4][CH:3]=1.C1C(=O)N([Br:22])C(=O)C1.O. The catalyst is C(#N)C. The product is [NH2:1][C:2]1[CH:3]=[CH:4][C:5]([C:8]2([C:11]([O:13][CH3:14])=[O:12])[CH2:10][CH2:9]2)=[CH:6][C:7]=1[Br:22]. The yield is 0.780. (5) The reactants are [H-].[Na+].[CH3:3][O:4][C:5]1[CH:13]=[C:12]2[C:8]([C:9]([C:15]#[N:16])=[C:10]([CH3:14])[NH:11]2)=[CH:7][CH:6]=1.[CH2:17](I)[CH3:18]. The catalyst is CN(C=O)C. The product is [CH2:17]([N:11]1[C:12]2[C:8](=[CH:7][CH:6]=[C:5]([O:4][CH3:3])[CH:13]=2)[C:9]([C:15]#[N:16])=[C:10]1[CH3:14])[CH3:18]. The yield is 0.920.